This data is from Forward reaction prediction with 1.9M reactions from USPTO patents (1976-2016). The task is: Predict the product of the given reaction. (1) The product is: [NH2:7][C:8]1[S:9][C:10]2[CH2:19][CH2:18][C:17](=[O:20])[C:16]3[C:12](=[CH:13][N:14]([CH2:21][C:22]4[CH:27]=[CH:26][C:25]([O:28][CH3:29])=[CH:24][CH:23]=4)[N:15]=3)[C:11]=2[N:30]=1. Given the reactants C(OC(=O)[NH:7][C:8]1[S:9][C:10]2[CH2:19][CH2:18][C:17](=[O:20])[C:16]3[C:12](=[CH:13][N:14]([CH2:21][C:22]4[CH:27]=[CH:26][C:25]([O:28][CH3:29])=[CH:24][CH:23]=4)[N:15]=3)[C:11]=2[N:30]=1)(C)(C)C, predict the reaction product. (2) The product is: [CH2:12]([O:13][C:14]1[CH:15]=[CH:16][C:17]([C:20]([OH:30])=[O:28])=[C:18]([O:13][CH2:12][CH2:11][CH2:10][CH:9]=[CH2:8])[CH:19]=1)[CH2:11][CH2:10][CH2:9][CH2:8][CH2:15][CH2:14][CH3:19]. Given the reactants C[Si]([CH2:8][CH2:9][CH2:10][CH2:11][CH2:12][O:13][C:14]1[CH:19]=[CH:18][C:17]([C:20]2C=CC(C#N)=CC=2)=[CH:16][CH:15]=1)(C)O[SiH](C)C.[OH-:28].[K+].[OH2:30], predict the reaction product.